This data is from Forward reaction prediction with 1.9M reactions from USPTO patents (1976-2016). The task is: Predict the product of the given reaction. (1) Given the reactants [K][N:2]1[C:10](=[O:11])[C:9]2[C:4](=[CH:5][CH:6]=[CH:7][CH:8]=2)[C:3]1=[O:12].[Cl:13][C:14]1[N:19]=[C:18]([Cl:20])[CH:17]=[C:16]([CH2:21]Cl)[N:15]=1.CN(C)C=O, predict the reaction product. The product is: [Cl:13][C:14]1[N:15]=[C:16]([CH2:21][N:2]2[C:10](=[O:11])[C:9]3[C:4](=[CH:5][CH:6]=[CH:7][CH:8]=3)[C:3]2=[O:12])[CH:17]=[C:18]([Cl:20])[N:19]=1. (2) Given the reactants [Si:1](Cl)([C:4]([CH3:7])([CH3:6])[CH3:5])([CH3:3])[CH3:2].[OH:9][C:10]1[CH:15]=[CH:14][C:13]([C:16]2[CH:21]=[CH:20][CH:19]=[C:18]([CH2:22][C:23]([O:25][CH2:26][CH:27]=[CH2:28])=[O:24])[C:17]=2[CH3:29])=[CH:12][CH:11]=1.N1C=CN=C1, predict the reaction product. The product is: [Si:1]([O:9][C:10]1[CH:11]=[CH:12][C:13]([C:16]2[CH:21]=[CH:20][CH:19]=[C:18]([CH2:22][C:23]([O:25][CH2:26][CH:27]=[CH2:28])=[O:24])[C:17]=2[CH3:29])=[CH:14][CH:15]=1)([C:4]([CH3:7])([CH3:6])[CH3:5])([CH3:3])[CH3:2]. (3) Given the reactants [NH2:1][CH2:2][C@@H:3]1[C@H:8]([CH3:9])[CH2:7][CH2:6][CH2:5][N:4]1[C:10]([C:12]1[C:17]([N:18]2[N:22]=[CH:21][CH:20]=[N:19]2)=[CH:16][CH:15]=[CH:14][C:13]=1[F:23])=[O:11].F[C:25]1[CH:30]=[CH:29][C:28]([C:31]([F:34])([F:33])[F:32])=[CH:27][N:26]=1, predict the reaction product. The product is: [F:23][C:13]1[CH:14]=[CH:15][CH:16]=[C:17]([N:18]2[N:19]=[CH:20][CH:21]=[N:22]2)[C:12]=1[C:10]([N:4]1[CH2:5][CH2:6][CH2:7][C@@H:8]([CH3:9])[C@H:3]1[CH2:2][NH:1][C:25]1[CH:30]=[CH:29][C:28]([C:31]([F:34])([F:33])[F:32])=[CH:27][N:26]=1)=[O:11].